Dataset: Full USPTO retrosynthesis dataset with 1.9M reactions from patents (1976-2016). Task: Predict the reactants needed to synthesize the given product. (1) Given the product [CH3:11][O:12][C:13]1[CH:51]=[CH:50][C:16]([CH2:17][O:18][CH2:19][C@H:20]([CH3:49])[C@H:21]([O:41][Si:42]([C:45]([CH3:46])([CH3:48])[CH3:47])([CH3:44])[CH3:43])[C@@H:22]([CH3:40])[CH2:23][C@@H:24]([CH3:1])[C:25]([N:27]2[C@H:31]([CH2:32][C:33]3[CH:34]=[CH:35][CH:36]=[CH:37][CH:38]=3)[CH2:30][O:29][C:28]2=[O:39])=[O:26])=[CH:15][CH:14]=1, predict the reactants needed to synthesize it. The reactants are: [CH3:1][Si]([N-][Si](C)(C)C)(C)C.[Na+].[CH3:11][O:12][C:13]1[CH:51]=[CH:50][C:16]([CH2:17][O:18][CH2:19][C@H:20]([CH3:49])[C@H:21]([O:41][Si:42]([C:45]([CH3:48])([CH3:47])[CH3:46])([CH3:44])[CH3:43])[C@@H:22]([CH3:40])[CH2:23][CH2:24][C:25]([N:27]2[C@H:31]([CH2:32][C:33]3[CH:38]=[CH:37][CH:36]=[CH:35][CH:34]=3)[CH2:30][O:29][C:28]2=[O:39])=[O:26])=[CH:15][CH:14]=1.CI. (2) Given the product [NH2:1][C:2]1[N:7]=[C:6]([C:8]2[O:9][CH:10]=[CH:11][CH:12]=2)[C:5]([C:13]#[N:14])=[C:4]([O:18][CH:19]2[CH2:24][CH2:23][CH2:22][N:21]([CH3:25])[CH2:20]2)[N:3]=1, predict the reactants needed to synthesize it. The reactants are: [NH2:1][C:2]1[N:7]=[C:6]([C:8]2[O:9][CH:10]=[CH:11][CH:12]=2)[C:5]([C:13]#[N:14])=[C:4](S(C)=O)[N:3]=1.[OH:18][CH:19]1[CH2:24][CH2:23][CH2:22][N:21]([CH3:25])[CH2:20]1.C1CCN2C(=NCCC2)CC1.